From a dataset of NCI-60 drug combinations with 297,098 pairs across 59 cell lines. Regression. Given two drug SMILES strings and cell line genomic features, predict the synergy score measuring deviation from expected non-interaction effect. (1) Drug 1: C1=CC(=C2C(=C1NCCNCCO)C(=O)C3=C(C=CC(=C3C2=O)O)O)NCCNCCO. Drug 2: CN(C)N=NC1=C(NC=N1)C(=O)N. Cell line: NCIH23. Synergy scores: CSS=53.0, Synergy_ZIP=-4.18, Synergy_Bliss=-5.99, Synergy_Loewe=-64.5, Synergy_HSA=-4.97. (2) Drug 1: CC1=C(C=C(C=C1)C(=O)NC2=CC(=CC(=C2)C(F)(F)F)N3C=C(N=C3)C)NC4=NC=CC(=N4)C5=CN=CC=C5. Drug 2: CS(=O)(=O)OCCCCOS(=O)(=O)C. Cell line: MCF7. Synergy scores: CSS=3.62, Synergy_ZIP=-3.00, Synergy_Bliss=-4.65, Synergy_Loewe=1.93, Synergy_HSA=-2.81. (3) Drug 1: C1=NC2=C(N=C(N=C2N1C3C(C(C(O3)CO)O)O)F)N. Drug 2: C#CCC(CC1=CN=C2C(=N1)C(=NC(=N2)N)N)C3=CC=C(C=C3)C(=O)NC(CCC(=O)O)C(=O)O. Cell line: RPMI-8226. Synergy scores: CSS=52.8, Synergy_ZIP=3.13, Synergy_Bliss=-1.30, Synergy_Loewe=-12.3, Synergy_HSA=-2.71.